From a dataset of Catalyst prediction with 721,799 reactions and 888 catalyst types from USPTO. Predict which catalyst facilitates the given reaction. (1) Reactant: [C:1]([C:5]1[CH:18]=[CH:17][C:8]([CH2:9][NH:10][C:11](=[N:14][C:15]#[N:16])SC)=[CH:7][CH:6]=1)([CH3:4])([CH3:3])[CH3:2].[NH2:19][CH2:20][CH2:21][C:22]1[CH:27]=[CH:26][CH:25]=[CH:24][N:23]=1. Product: [C:15]([N:14]=[C:11]([NH:19][CH2:20][CH2:21][C:22]1[CH:27]=[CH:26][CH:25]=[CH:24][N:23]=1)[NH:10][CH2:9][C:8]1[CH:17]=[CH:18][C:5]([C:1]([CH3:4])([CH3:3])[CH3:2])=[CH:6][CH:7]=1)#[N:16]. The catalyst class is: 113. (2) Reactant: [NH:1]1[C:9]2[C:4](=[CH:5][CH:6]=[CH:7][CH:8]=2)[CH2:3][C:2]1=[O:10].[Li][CH2:12]CCC.CI. Product: [CH3:12][CH:3]1[C:4]2[C:9](=[CH:8][CH:7]=[CH:6][CH:5]=2)[NH:1][C:2]1=[O:10]. The catalyst class is: 1.